This data is from Forward reaction prediction with 1.9M reactions from USPTO patents (1976-2016). The task is: Predict the product of the given reaction. The product is: [CH3:23][N:12]([CH2:11][C:9]1[N:10]=[C:6]2[CH:5]=[CH:4][CH:3]=[C:2]([N:34]3[CH2:35][CH2:36][C@@H:32]([NH:31][C:29](=[O:30])[O:28][C:24]([CH3:26])([CH3:25])[CH3:27])[CH2:33]3)[N:7]2[CH:8]=1)[C@@H:13]1[C:22]2[N:21]=[CH:20][CH:19]=[CH:18][C:17]=2[CH2:16][CH2:15][CH2:14]1. Given the reactants F[C:2]1[N:7]2[CH:8]=[C:9]([CH2:11][N:12]([CH3:23])[C@@H:13]3[C:22]4[N:21]=[CH:20][CH:19]=[CH:18][C:17]=4[CH2:16][CH2:15][CH2:14]3)[N:10]=[C:6]2[CH:5]=[CH:4][CH:3]=1.[C:24]([O:28][C:29]([NH:31][C@@H:32]1[CH2:36][CH2:35][NH:34][CH2:33]1)=[O:30])([CH3:27])([CH3:26])[CH3:25], predict the reaction product.